Dataset: NCI-60 drug combinations with 297,098 pairs across 59 cell lines. Task: Regression. Given two drug SMILES strings and cell line genomic features, predict the synergy score measuring deviation from expected non-interaction effect. (1) Cell line: CAKI-1. Drug 1: CCC1=CC2CC(C3=C(CN(C2)C1)C4=CC=CC=C4N3)(C5=C(C=C6C(=C5)C78CCN9C7C(C=CC9)(C(C(C8N6C)(C(=O)OC)O)OC(=O)C)CC)OC)C(=O)OC.C(C(C(=O)O)O)(C(=O)O)O. Synergy scores: CSS=41.5, Synergy_ZIP=-5.06, Synergy_Bliss=-7.47, Synergy_Loewe=-14.9, Synergy_HSA=-2.98. Drug 2: CN(C)N=NC1=C(NC=N1)C(=O)N. (2) Drug 1: CC1CC2C3CCC4=CC(=O)C=CC4(C3(C(CC2(C1(C(=O)CO)O)C)O)F)C. Drug 2: C1=CC=C(C=C1)NC(=O)CCCCCCC(=O)NO. Cell line: NCIH23. Synergy scores: CSS=58.4, Synergy_ZIP=0.601, Synergy_Bliss=-0.0502, Synergy_Loewe=-27.4, Synergy_HSA=0.254. (3) Synergy scores: CSS=24.0, Synergy_ZIP=-4.94, Synergy_Bliss=-7.35, Synergy_Loewe=-25.6, Synergy_HSA=-4.30. Cell line: NCI-H522. Drug 1: C1=CN(C(=O)N=C1N)C2C(C(C(O2)CO)O)O.Cl. Drug 2: CNC(=O)C1=NC=CC(=C1)OC2=CC=C(C=C2)NC(=O)NC3=CC(=C(C=C3)Cl)C(F)(F)F. (4) Drug 1: CN(CC1=CN=C2C(=N1)C(=NC(=N2)N)N)C3=CC=C(C=C3)C(=O)NC(CCC(=O)O)C(=O)O. Drug 2: C1=NC2=C(N=C(N=C2N1C3C(C(C(O3)CO)O)O)F)N. Cell line: UACC62. Synergy scores: CSS=44.2, Synergy_ZIP=1.22, Synergy_Bliss=2.83, Synergy_Loewe=-45.0, Synergy_HSA=1.14. (5) Drug 1: C(=O)(N)NO. Drug 2: C(CN)CNCCSP(=O)(O)O. Cell line: HOP-62. Synergy scores: CSS=-1.03, Synergy_ZIP=-0.399, Synergy_Bliss=-3.65, Synergy_Loewe=-0.682, Synergy_HSA=-5.86. (6) Drug 1: COC1=CC(=CC(=C1O)OC)C2C3C(COC3=O)C(C4=CC5=C(C=C24)OCO5)OC6C(C(C7C(O6)COC(O7)C8=CC=CS8)O)O. Drug 2: CC(C)NC(=O)C1=CC=C(C=C1)CNNC.Cl. Cell line: NCI-H322M. Synergy scores: CSS=7.63, Synergy_ZIP=-0.974, Synergy_Bliss=4.09, Synergy_Loewe=-3.41, Synergy_HSA=2.48. (7) Drug 1: CN1C2=C(C=C(C=C2)N(CCCl)CCCl)N=C1CCCC(=O)O.Cl. Drug 2: CCCCCOC(=O)NC1=NC(=O)N(C=C1F)C2C(C(C(O2)C)O)O. Cell line: MOLT-4. Synergy scores: CSS=43.5, Synergy_ZIP=1.38, Synergy_Bliss=0.131, Synergy_Loewe=-22.8, Synergy_HSA=-1.29.